This data is from Catalyst prediction with 721,799 reactions and 888 catalyst types from USPTO. The task is: Predict which catalyst facilitates the given reaction. (1) Reactant: [S:1]1[C:5]([NH2:6])=[N:4][C:3]([NH2:7])=[N:2]1.[O:8]1[C:12]2[CH:13]=[CH:14][C:15]([C:17]3[S:18][CH:19]=[C:20]([C:22](O)=[O:23])[N:21]=3)=[CH:16][C:11]=2[CH2:10][CH2:9]1.CN(C(ON1N=NC2C=CC=CC1=2)=[N+](C)C)C.F[P-](F)(F)(F)(F)F.CCN(C(C)C)C(C)C. Product: [NH2:6][C:5]1[S:1][N:2]=[C:3]([NH:7][C:22]([C:20]2[N:21]=[C:17]([C:15]3[CH:14]=[CH:13][C:12]4[O:8][CH2:9][CH2:10][C:11]=4[CH:16]=3)[S:18][CH:19]=2)=[O:23])[N:4]=1. The catalyst class is: 2. (2) Reactant: Cl[C:2]1[N:3]([CH3:15])[C:4](=[O:14])[CH:5]=[C:6]([C:8]2[CH:13]=[CH:12][N:11]=[CH:10][N:9]=2)[N:7]=1.[OH-:16].[Na+].Cl. Product: [OH:16][C:2]1[N:3]([CH3:15])[C:4](=[O:14])[CH:5]=[C:6]([C:8]2[CH:13]=[CH:12][N:11]=[CH:10][N:9]=2)[N:7]=1. The catalyst class is: 12. (3) Reactant: [N:1]([CH2:4][CH2:5][O:6][CH2:7][CH2:8][O:9][CH2:10][CH2:11][O:12][CH2:13][CH2:14][O:15][C:16]1[CH:17]=[C:18]([CH:26]2[O:30][CH2:29][CH2:28][O:27]2)[CH:19]=[C:20]([O:24][CH3:25])[C:21]=1[O:22][CH3:23])=[N+]=[N-]. Product: [NH2:1][CH2:4][CH2:5][O:6][CH2:7][CH2:8][O:9][CH2:10][CH2:11][O:12][CH2:13][CH2:14][O:15][C:16]1[CH:17]=[C:18]([CH:26]2[O:27][CH2:28][CH2:29][O:30]2)[CH:19]=[C:20]([O:24][CH3:25])[C:21]=1[O:22][CH3:23]. The catalyst class is: 29. (4) Reactant: N(C(N1[CH2:18][CH2:17][CH2:16][CH2:15][CH2:14]1)=O)=NC(N1[CH2:18][CH2:17][CH2:16][CH2:15][CH2:14]1)=O.C1(O)CCCCC1.C(P(CCCC)CCCC)CCC.[OH:39][C:40]1[CH:45]=[CH:44][C:43]([CH2:46][CH2:47][C:48]([CH3:58])([S:54]([CH3:57])(=[O:56])=[O:55])[C:49]([O:51][CH2:52][CH3:53])=[O:50])=[CH:42][CH:41]=1. Product: [CH:16]1([CH2:15][CH2:14][O:39][C:40]2[CH:41]=[CH:42][C:43]([CH2:46][CH2:47][C:48]([CH3:58])([S:54]([CH3:57])(=[O:56])=[O:55])[C:49]([O:51][CH2:52][CH3:53])=[O:50])=[CH:44][CH:45]=2)[CH2:17][CH2:18]1. The catalyst class is: 20. (5) Reactant: [CH3:1][C:2]1[CH:3]=[C:4]2[C:12]3=[C:13]([O:15][CH2:16][CH:17]([C:18]4[CH:23]=[CH:22][CH:21]=[CH:20][CH:19]=4)[N:11]3[C:10]3[CH:9]=[CH:8][CH:7]=[C:6]([O:24][CH2:25][C:26]#[N:27])[C:5]2=3)[CH:14]=1. Product: [CH3:1][C:2]1[CH:3]=[C:4]2[C:12]3=[C:13]([O:15][CH2:16][CH:17]([C:18]4[CH:23]=[CH:22][CH:21]=[CH:20][CH:19]=4)[N:11]3[C:10]3[CH:9]=[CH:8][CH:7]=[C:6]([O:24][CH2:25][CH2:26][NH2:27])[C:5]2=3)[CH:14]=1. The catalyst class is: 1. (6) Reactant: [NH2:1][C:2]12[CH2:9][CH2:8][C:5]([C:10](=[O:26])[CH2:11][C:12]3[C:21]4[C:16](=[C:17]([CH3:24])[CH:18]=[C:19]([O:22][CH3:23])[CH:20]=4)[N:15]=[CH:14][C:13]=3[F:25])([CH2:6][CH2:7]1)[O:4][CH2:3]2.[BH4-].[Na+].O. Product: [NH2:1][C:2]12[CH2:9][CH2:8][C:5]([CH:10]([OH:26])[CH2:11][C:12]3[C:21]4[C:16](=[C:17]([CH3:24])[CH:18]=[C:19]([O:22][CH3:23])[CH:20]=4)[N:15]=[CH:14][C:13]=3[F:25])([CH2:6][CH2:7]1)[O:4][CH2:3]2. The catalyst class is: 5.